From a dataset of Reaction yield outcomes from USPTO patents with 853,638 reactions. Predict the reaction yield, written as a fraction of the theoretical maximum amount of product (1.0 means a 100% yield; for example, 0.34 means a 34% yield). (1) The reactants are [CH3:1][O:2][C:3]1[CH:4]=[C:5]2[C:9](=[CH:10][CH:11]=1)[NH:8][CH:7]=[C:6]2[CH2:12]O.[CH3:14][O:15][C:16]([O:20][Si](C)(C)C)=[C:17](C)C.Cl([O-])(=O)(=O)=O.[Mg+2].Cl([O-])(=O)(=O)=O. The catalyst is ClCCl.O. The product is [CH3:14][O:15][C:16](=[O:20])[CH2:17][CH2:12][C:6]1[C:5]2[C:9](=[CH:10][CH:11]=[C:3]([O:2][CH3:1])[CH:4]=2)[NH:8][CH:7]=1. The yield is 0.880. (2) The reactants are [H-].[Al+3].[Li+].[H-].[H-].[H-].[N:7]1[CH:12]=[CH:11][C:10]([C:13]2[O:14][C:15]3[C:21]([C:22](O)=[O:23])=[CH:20][CH:19]=[CH:18][C:16]=3[N:17]=2)=[CH:9][CH:8]=1.[OH-].[Na+]. The catalyst is O1CCCC1. The product is [N:7]1[CH:12]=[CH:11][C:10]([C:13]2[O:14][C:15]3[C:21]([CH2:22][OH:23])=[CH:20][CH:19]=[CH:18][C:16]=3[N:17]=2)=[CH:9][CH:8]=1. The yield is 0.670. (3) The reactants are [F:1][C:2]1[CH:7]=[C:6]([F:8])[CH:5]=[CH:4][C:3]=1[N:9]1[C:13]([C:14]2[S:23][C:22]3[C:21]4[CH:24]=[C:25]([C:28](O)=[O:29])[CH:26]=[CH:27][C:20]=4[O:19][CH2:18][CH2:17][C:16]=3[CH:15]=2)=[N:12][CH:11]=[N:10]1.CN(C(ON1N=NC2C=CC=NC1=2)=[N+](C)C)C.F[P-](F)(F)(F)(F)F.CCN(C(C)C)C(C)C.[CH3:64][N:65]([CH3:71])[C@@H:66]1[CH2:70][CH2:69][NH:68][CH2:67]1. The catalyst is CN(C=O)C.CCOC(C)=O. The product is [F:1][C:2]1[CH:7]=[C:6]([F:8])[CH:5]=[CH:4][C:3]=1[N:9]1[C:13]([C:14]2[S:23][C:22]3[C:21]4[CH:24]=[C:25]([C:28]([N:68]5[CH2:69][CH2:70][C@@H:66]([N:65]([CH3:71])[CH3:64])[CH2:67]5)=[O:29])[CH:26]=[CH:27][C:20]=4[O:19][CH2:18][CH2:17][C:16]=3[CH:15]=2)=[N:12][CH:11]=[N:10]1. The yield is 0.530. (4) The reactants are [N:1]1[C:10]2[C:5](=[CH:6][CH:7]=[CH:8][CH:9]=2)[CH:4]=[CH:3][C:2]=1[CH2:11][O:12][C:13]1[CH:18]=[CH:17][C:16]([CH2:19][C:20](Cl)=[O:21])=[CH:15][CH:14]=1.[C:23]1([O:29][CH3:30])[CH:28]=[CH:27][CH:26]=[CH:25][CH:24]=1. No catalyst specified. The product is [CH3:30][O:29][C:23]1[CH:28]=[CH:27][C:26]([C:20](=[O:21])[CH2:19][C:16]2[CH:17]=[CH:18][C:13]([O:12][CH2:11][C:2]3[CH:3]=[CH:4][C:5]4[C:10](=[CH:9][CH:8]=[CH:7][CH:6]=4)[N:1]=3)=[CH:14][CH:15]=2)=[CH:25][CH:24]=1. The yield is 0.900. (5) The reactants are [C:1](=[O:6])(OC)[O:2][CH3:3].[CH3:7][N:8]1[CH2:12][CH2:11][CH2:10][CH:9]1[C:13]1[CH:18]([Si](C)(C)C)[CH:17]=[CH:16][N:15]([Si](C)(C)C)[CH:14]=1.CCCC[N+](CCCC)(CCCC)CCCC.[F-]. The catalyst is C1COCC1. The product is [CH3:3][O:2][C:1]([N:15]1[CH:16]=[CH:17][CH2:18][C:13]([CH:9]2[CH2:10][CH2:11][CH2:12][N:8]2[CH3:7])=[CH:14]1)=[O:6]. The yield is 0.910. (6) The reactants are [CH3:1][O:2][C:3](=[O:14])[CH2:4][CH2:5][CH2:6][CH2:7][CH2:8][CH2:9][CH2:10][C:11](O)=[O:12].B.CSC.C([O-])([O-])=O.[K+].[K+]. The catalyst is C1COCC1. The product is [CH3:1][O:2][C:3](=[O:14])[CH2:4][CH2:5][CH2:6][CH2:7][CH2:8][CH2:9][CH2:10][CH2:11][OH:12]. The yield is 0.550. (7) The reactants are [CH3:1][N:2]1[C@@H:18]2[CH2:19][C:7]3[CH:8]=[CH:9][C:10]([O:21][CH3:22])=[C:11]4[O:12][C@H:13]5[C@@H:14]([OH:20])[CH:15]=[CH:16][C@@H:17]2[C@:5]5([C:6]=34)[CH2:4][CH2:3]1. The catalyst is CO.[Pd]. The product is [CH3:1][N:2]1[C@@H:18]2[CH2:19][C:7]3[CH:8]=[CH:9][C:10]([O:21][CH3:22])=[C:11]4[O:12][C@H:13]5[C:14]([CH2:15][CH2:16][C@@H:17]2[C@:5]5([C:6]=34)[CH2:4][CH2:3]1)=[O:20]. The yield is 0.930.